This data is from Reaction yield outcomes from USPTO patents with 853,638 reactions. The task is: Predict the reaction yield, written as a fraction of the theoretical maximum amount of product (1.0 means a 100% yield; for example, 0.34 means a 34% yield). (1) The reactants are [N:1]1[CH:6]=[CH:5][CH:4]=[N:3][C:2]=1[C:7]([O:9]C)=O.O.[NH2:12][NH2:13]. The catalyst is CCO. The product is [N:3]1[CH:4]=[CH:5][CH:6]=[N:1][C:2]=1[C:7]([NH:12][NH2:13])=[O:9]. The yield is 0.720. (2) The reactants are [C:1]1(=[O:15])[C:10]2[C:5](=[CH:6][CH:7]=[C:8]3[CH:14]=[CH:13][CH:12]=[CH:11][C:9]3=2)[CH2:4][CH2:3][NH:2]1.I[C:17]1[CH:18]=[N:19][CH:20]=[CH:21][C:22]=1[CH3:23].P([O-])([O-])([O-])=O.[K+].[K+].[K+]. The catalyst is [Cu](I)I.O1CCOCC1. The product is [CH3:23][C:22]1[CH:21]=[CH:20][N:19]=[CH:18][C:17]=1[N:2]1[CH2:3][CH2:4][C:5]2[C:10](=[C:9]3[CH:11]=[CH:12][CH:13]=[CH:14][C:8]3=[CH:7][CH:6]=2)[C:1]1=[O:15]. The yield is 0.555. (3) The reactants are [F:1][C:2]1([CH2:35][N:36]2C(=O)C3C(=CC=CC=3)C2=O)[CH2:7][CH2:6][N:5]([C:8]2[C:9]3[O:34][CH:33]=[CH:32][C:10]=3[N:11]=[C:12]([NH:14][C:15]3[CH:23]=[C:22]4[C:18]([CH:19]=[N:20][N:21]4[CH2:24][O:25][CH2:26][CH2:27][Si:28]([CH3:31])([CH3:30])[CH3:29])=[CH:17][CH:16]=3)[N:13]=2)[CH2:4][CH2:3]1.C(N)(=O)C1C(=CC=CC=1)C(N)=O.ClC1N=C(Cl)C2OC=CC=2N=1.C[Si](C)(C)CCOCN1C2C(=CC=C(N)C=2)C=N1.O.NN. The catalyst is CO. The product is [NH2:36][CH2:35][C:2]1([F:1])[CH2:7][CH2:6][N:5]([C:8]2[C:9]3[O:34][CH:33]=[CH:32][C:10]=3[N:11]=[C:12]([NH:14][C:15]3[CH:23]=[C:22]4[C:18]([CH:19]=[N:20][N:21]4[CH2:24][O:25][CH2:26][CH2:27][Si:28]([CH3:31])([CH3:29])[CH3:30])=[CH:17][CH:16]=3)[N:13]=2)[CH2:4][CH2:3]1. The yield is 1.00. (4) The reactants are [OH:1][C:2]1[CH:7]=[CH:6][C:5]([C:8]([F:11])([F:10])[F:9])=[CH:4][CH:3]=1.[H][H]. The catalyst is C(O)(=O)C. The product is [F:9][C:8]([F:10])([F:11])[CH:5]1[CH2:4][CH2:3][CH:2]([OH:1])[CH2:7][CH2:6]1. The yield is 0.870. (5) The reactants are [Br:1][C:2]1[CH:7]=[CH:6][CH:5]=[CH:4][C:3]=1[OH:8].Br[CH:10]1[CH2:14][CH2:13][CH2:12][CH2:11]1. No catalyst specified. The product is [Br:1][C:2]1[CH:7]=[CH:6][CH:5]=[CH:4][C:3]=1[O:8][CH:10]1[CH2:14][CH2:13][CH2:12][CH2:11]1. The yield is 0.720. (6) The reactants are Cl[C:2]1[CH:7]=[CH:6][C:5]([C:8]2([C:11]([O:13][CH3:14])=[O:12])[CH2:10][CH2:9]2)=[CH:4][CH:3]=1.[CH3:15][N:16]1CCCC1=O. The catalyst is CCOC(C)=O.[C-]#N.[Zn+2].[C-]#N.CC(C)([P](C(C)(C)C)([Pd][P](C(C)(C)C)(C(C)(C)C)C(C)(C)C)C(C)(C)C)C.[Zn]. The product is [C:15]([C:2]1[CH:7]=[CH:6][C:5]([C:8]2([C:11]([O:13][CH3:14])=[O:12])[CH2:10][CH2:9]2)=[CH:4][CH:3]=1)#[N:16]. The yield is 0.760. (7) The reactants are [OH:1][C:2]1[CH:7]=[CH:6][C:5]([S:8][CH2:9][CH2:10][CH2:11][C:12]([OH:14])=O)=[CH:4][CH:3]=1.[F:15][C:16]1[CH:24]=[CH:23][CH:22]=[CH:21][C:17]=1[CH2:18][NH:19][CH3:20]. No catalyst specified. The product is [F:15][C:16]1[CH:24]=[CH:23][CH:22]=[CH:21][C:17]=1[CH2:18][N:19]([CH3:20])[C:12](=[O:14])[CH2:11][CH2:10][CH2:9][S:8][C:5]1[CH:4]=[CH:3][C:2]([OH:1])=[CH:7][CH:6]=1. The yield is 0.300.